This data is from Full USPTO retrosynthesis dataset with 1.9M reactions from patents (1976-2016). The task is: Predict the reactants needed to synthesize the given product. (1) Given the product [Cl:15][CH2:16][CH2:8][CH2:7][S:6][CH2:5][CH2:4][CH2:3][C:2]([F:14])([F:1])[C:10]([F:13])([F:12])[F:11], predict the reactants needed to synthesize it. The reactants are: [F:1][C:2]([F:14])([C:10]([F:13])([F:12])[F:11])[CH2:3][CH2:4][CH2:5][S:6][C:7](=O)[CH3:8].[Cl:15][CH2:16]CCI. (2) Given the product [CH3:11][O:12][C:13](=[O:29])[CH2:14][O:15][CH2:16][CH2:17][CH2:18][CH2:19][N:20]1[C:25](=[O:26])[CH2:24][CH2:23][CH2:22][C@@H:21]1[CH:27]=[O:28], predict the reactants needed to synthesize it. The reactants are: C(Cl)(=O)C(Cl)=O.CS(C)=O.[CH3:11][O:12][C:13](=[O:29])[CH2:14][O:15][CH2:16][CH2:17][CH2:18][CH2:19][N:20]1[C:25](=[O:26])[CH2:24][CH2:23][CH2:22][C@@H:21]1[CH2:27][OH:28].C(N(CC)CC)C.C([O-])(O)=O.[Na+]. (3) Given the product [C:25]1([N:31]2[C:5]([C:7]3[C:12](=[O:13])[CH:11]=[CH:10][N:9]([C:14]4[CH:19]=[CH:18][CH:17]=[C:16]([C:20]([F:23])([F:22])[F:21])[CH:15]=4)[N:8]=3)=[CH:4][CH:3]=[N:2]2)[CH:30]=[CH:29][CH:28]=[CH:27][CH:26]=1, predict the reactants needed to synthesize it. The reactants are: C[N:2](C)[CH:3]=[CH:4][C:5]([C:7]1[C:12](=[O:13])[CH:11]=[CH:10][N:9]([C:14]2[CH:19]=[CH:18][CH:17]=[C:16]([C:20]([F:23])([F:22])[F:21])[CH:15]=2)[N:8]=1)=O.[C:25]1([NH:31]N)[CH:30]=[CH:29][CH:28]=[CH:27][CH:26]=1. (4) Given the product [C:1]([C:3]1[C:4]([S:21][CH:22]([C:27]2[CH:28]=[CH:29][CH:30]=[CH:31][CH:32]=2)[C:23]([OH:25])=[O:24])=[N:5][C:6]2[CH2:7][CH2:8][CH2:9][CH2:10][C:11]=2[C:12]=1[C:13]1[CH:18]=[CH:17][C:16]([O:19][CH3:20])=[CH:15][CH:14]=1)#[N:2], predict the reactants needed to synthesize it. The reactants are: [C:1]([C:3]1[C:4]([S:21][CH:22]([C:27]2[CH:32]=[CH:31][CH:30]=[CH:29][CH:28]=2)[C:23]([O:25]C)=[O:24])=[N:5][C:6]2[CH2:7][CH2:8][CH2:9][CH2:10][C:11]=2[C:12]=1[C:13]1[CH:18]=[CH:17][C:16]([O:19][CH3:20])=[CH:15][CH:14]=1)#[N:2]. (5) The reactants are: [C:1]([O:4][C@@H:5]1[C@H:9]([O:10]C(=O)C)[C@@H:8]([C:14]2[CH:18]=[C:17]([CH2:19][CH3:20])[O:16][N:15]=2)[O:7][C@H:6]1[N:21]1[CH:29]=[N:28][C:27]2[C:22]1=[N:23][C:24]([Cl:36])=[N:25][C:26]=2[NH:30][CH:31]([CH2:34][CH3:35])[CH2:32][CH3:33])(=[O:3])C.O1CCN(CCN)CC1. Given the product [CH:1]([OH:4])=[O:3].[Cl:36][C:24]1[N:23]=[C:22]2[C:27]([N:28]=[CH:29][N:21]2[C@H:6]2[C@H:5]([OH:4])[C@H:9]([OH:10])[C@@H:8]([C:14]3[CH:18]=[C:17]([CH2:19][CH3:20])[O:16][N:15]=3)[O:7]2)=[C:26]([NH:30][CH:31]([CH2:32][CH3:33])[CH2:34][CH3:35])[N:25]=1, predict the reactants needed to synthesize it. (6) Given the product [N:25]1[CH:24]=[CH:6][CH:5]=[C:4](/[CH:7]=[CH:8]/[C:9]2[C:17]3[C:12](=[CH:13][C:14]([CH:18]=[O:30])=[CH:15][CH:16]=3)[NH:11][N:10]=2)[CH:3]=1, predict the reactants needed to synthesize it. The reactants are: N1[CH:6]=[CH:5][C:4](/[CH:7]=[CH:8]/[C:9]2[C:17]3[C:12](=[CH:13][C:14]([C:18]#N)=[CH:15][CH:16]=3)[NH:11][N:10]=2)=[CH:3]C=1.CC(O)=O.[CH3:24][N:25](C=O)C.[PH2]([O-])=[O:30].[Na+].